From a dataset of Forward reaction prediction with 1.9M reactions from USPTO patents (1976-2016). Predict the product of the given reaction. (1) The product is: [Br:32][C:33]1[CH:38]=[N:37][CH:36]=[C:35]([CH:39]=[CH2:2])[CH:34]=1. Given the reactants [Br-].[CH3:2]P(C1C=CC=CC=1)(C1C=CC=CC=1)C1C=CC=CC=1.C[Si](C)(C)N[Si](C)(C)C.[Na].[Br:32][C:33]1[CH:34]=[C:35]([CH:39]=O)[CH:36]=[N:37][CH:38]=1, predict the reaction product. (2) Given the reactants Cl[C:2]1[N:7]=[C:6]([CH2:8][O:9][C:10]2[CH:11]=[C:12]([C@H:16]([CH:23]3[CH2:25][CH2:24]3)[CH2:17][C:18]([O:20]CC)=[O:19])[CH:13]=[CH:14][CH:15]=2)[CH:5]=[N:4][C:3]=1[C:26]1[CH:31]=[C:30]([O:32][CH3:33])[CH:29]=[CH:28][C:27]=1[F:34].[CH3:35][C:36]([CH3:40])([CH3:39])[CH2:37][OH:38].[H-].[Na+], predict the reaction product. The product is: [CH:23]1([C@@H:16]([C:12]2[CH:13]=[CH:14][CH:15]=[C:10]([O:9][CH2:8][C:6]3[CH:5]=[N:4][C:3]([C:26]4[CH:31]=[C:30]([O:32][CH3:33])[CH:29]=[CH:28][C:27]=4[F:34])=[C:2]([O:38][CH2:37][C:36]([CH3:40])([CH3:39])[CH3:35])[N:7]=3)[CH:11]=2)[CH2:17][C:18]([OH:20])=[O:19])[CH2:24][CH2:25]1. (3) Given the reactants C1(C(=[N:14][C:15]2[CH:16]=[C:17]([NH:23][S:24]([CH3:27])(=[O:26])=[O:25])[C:18]([O:21][CH3:22])=[N:19][CH:20]=2)C2C=CC=CC=2)C=CC=CC=1.Cl, predict the reaction product. The product is: [NH2:14][C:15]1[CH:16]=[C:17]([NH:23][S:24]([CH3:27])(=[O:26])=[O:25])[C:18]([O:21][CH3:22])=[N:19][CH:20]=1. (4) Given the reactants [F:1][C:2]([F:13])([F:12])[C:3]1[CH:8]=[N:7][N:6]2[CH:9]=[CH:10][N:11]=[C:5]2[N:4]=1.C1(P(C2C=CC=CC=2)C2C=CC=CC=2)C=CC=CC=1.C(=O)([O-])[O-].[Cs+].[Cs+].Br[C:40]1[CH:45]=[CH:44][C:43]([F:46])=[C:42]([O:47][CH3:48])[CH:41]=1, predict the reaction product. The product is: [F:46][C:43]1[CH:44]=[CH:45][C:40]([C:9]2[N:6]3[N:7]=[CH:8][C:3]([C:2]([F:1])([F:12])[F:13])=[N:4][C:5]3=[N:11][CH:10]=2)=[CH:41][C:42]=1[O:47][CH3:48].